Dataset: Peptide-MHC class I binding affinity with 185,985 pairs from IEDB/IMGT. Task: Regression. Given a peptide amino acid sequence and an MHC pseudo amino acid sequence, predict their binding affinity value. This is MHC class I binding data. (1) The peptide sequence is AYIDNYNKF. The MHC is Mamu-A07 with pseudo-sequence Mamu-A07. The binding affinity (normalized) is 0.0199. (2) The peptide sequence is WQFAIHYSF. The MHC is HLA-B39:01 with pseudo-sequence HLA-B39:01. The binding affinity (normalized) is 0.408. (3) The peptide sequence is TENSGKDI. The MHC is Mamu-A11 with pseudo-sequence Mamu-A11. The binding affinity (normalized) is 0.362. (4) The MHC is HLA-B18:01 with pseudo-sequence HLA-B18:01. The peptide sequence is AEAQMSIQL. The binding affinity (normalized) is 0.0686. (5) The peptide sequence is CPAEIVDTV. The MHC is HLA-A30:01 with pseudo-sequence HLA-A30:01. The binding affinity (normalized) is 0. (6) The peptide sequence is LRPVIHCRA. The MHC is Mamu-B08 with pseudo-sequence Mamu-B08. The binding affinity (normalized) is 0.221.